The task is: Predict which catalyst facilitates the given reaction.. This data is from Catalyst prediction with 721,799 reactions and 888 catalyst types from USPTO. (1) Product: [C:1]1([CH2:7][C:8]([N:44]2[CH2:45][CH2:46][CH:47]([NH:50][C:51]3[CH:60]=[CH:59][N:58]=[C:57]4[C:52]=3[C:53]3[CH:65]=[CH:64][CH:63]=[CH:62][C:54]=3[C:55](=[O:61])[NH:56]4)[CH2:48][CH2:49]2)=[O:10])[CH:2]=[CH:3][CH:4]=[CH:5][CH:6]=1. The catalyst class is: 3. Reactant: [C:1]1([CH2:7][C:8]([OH:10])=O)[CH:6]=[CH:5][CH:4]=[CH:3][CH:2]=1.CCN(C(C)C)C(C)C.CN(C(ON1N=NC2C=CC=NC1=2)=[N+](C)C)C.F[P-](F)(F)(F)(F)F.[NH:44]1[CH2:49][CH2:48][CH:47]([NH:50][C:51]2[CH:60]=[CH:59][N:58]=[C:57]3[C:52]=2[C:53]2[CH:65]=[CH:64][CH:63]=[CH:62][C:54]=2[C:55](=[O:61])[NH:56]3)[CH2:46][CH2:45]1. (2) Reactant: [F:1][C:2]1[CH:7]=[CH:6][C:5]([C:8]2[O:12][C:11]([C:13]3[CH:18]=[CH:17][C:16]([C@@H:19]4[O:24][CH2:23][CH2:22][N:21](C(OC(C)(C)C)=O)[CH2:20]4)=[CH:15][CH:14]=3)=[N:10][N:9]=2)=[CH:4][CH:3]=1.[ClH:32].CCOCC. Product: [ClH:32].[F:1][C:2]1[CH:7]=[CH:6][C:5]([C:8]2[O:12][C:11]([C:13]3[CH:14]=[CH:15][C:16]([C@@H:19]4[O:24][CH2:23][CH2:22][NH:21][CH2:20]4)=[CH:17][CH:18]=3)=[N:10][N:9]=2)=[CH:4][CH:3]=1. The catalyst class is: 12. (3) Reactant: [CH:1]([S:4]([C:7]1[CH:12]=[CH:11][CH:10]=[CH:9][C:8]=1[NH:13][C:14]1[N:19]=[CH:18][N:17]=[C:16]([NH:20][C:21]2[C:29]3[O:28][C@H:27]([CH3:30])[CH2:26][C:25]=3[C:24]([CH:31]3[CH2:36][CH2:35][N:34]([C:37](=[O:48])[C@@H:38]([NH:40]C(=O)OC(C)(C)C)[CH3:39])[CH2:33][CH2:32]3)=[C:23]([CH3:49])[CH:22]=2)[N:15]=1)(=[O:6])=[O:5])([CH3:3])[CH3:2].C(O)(C(F)(F)F)=O. Product: [NH2:40][C@@H:38]([CH3:39])[C:37]([N:34]1[CH2:35][CH2:36][CH:31]([C:24]2[C:25]3[CH2:26][C@@H:27]([CH3:30])[O:28][C:29]=3[C:21]([NH:20][C:16]3[N:15]=[C:14]([NH:13][C:8]4[CH:9]=[CH:10][CH:11]=[CH:12][C:7]=4[S:4]([CH:1]([CH3:3])[CH3:2])(=[O:5])=[O:6])[N:19]=[CH:18][N:17]=3)=[CH:22][C:23]=2[CH3:49])[CH2:32][CH2:33]1)=[O:48]. The catalyst class is: 2. (4) Reactant: [CH3:1][Li].C[Mg]Br.[O:6]1[C:10]2([CH2:15][CH2:14][C:13](=[O:16])[CH2:12][CH2:11]2)[O:9][CH2:8][CH2:7]1. Product: [CH3:1][C:13]1([OH:16])[CH2:12][CH2:11][C:10]2([O:9][CH2:8][CH2:7][O:6]2)[CH2:15][CH2:14]1. The catalyst class is: 1.